From a dataset of Reaction yield outcomes from USPTO patents with 853,638 reactions. Predict the reaction yield, written as a fraction of the theoretical maximum amount of product (1.0 means a 100% yield; for example, 0.34 means a 34% yield). (1) The reactants are Cl[C:2]1[N:3]=[C:4]([NH:11][C:12]2[NH:16][N:15]=[C:14]([C:17]([NH:19][CH:20]3[CH2:23][CH2:22][CH2:21]3)=[O:18])[CH:13]=2)[C:5]2[O:10][CH:9]=[CH:8][C:6]=2[N:7]=1.Cl.[NH:25]1[CH2:29]CC[CH:26]1C1C=CC=CN=1.CCN(C(C)C)C(C)C. The catalyst is CN(C=O)C. The product is [CH:20]1([NH:19][C:17]([C:14]2[CH:13]=[C:12]([NH:11][C:4]3[C:5]4[O:10][CH:9]=[CH:8][C:6]=4[N:7]=[C:2]([N:25]([CH3:29])[CH3:26])[N:3]=3)[NH:16][N:15]=2)=[O:18])[CH2:23][CH2:22][CH2:21]1. The yield is 0.410. (2) The reactants are [C:1]1([C:6]2[N:7]([Si:11]([CH:18]([CH3:20])[CH3:19])([CH:15]([CH3:17])[CH3:16])[CH:12]([CH3:14])[CH3:13])[CH:8]=[CH:9][CH:10]=2)[CH2:5][CH2:4][CH2:3][CH:2]=1.C1(C2C=CN([Si](C(C)C)(C(C)C)C(C)C)C=2)CCCC=1.[C:41]([O:50][CH2:51][CH3:52])(=[O:49])/[CH:42]=[CH:43]/[C:44]([O:46][CH2:47][CH3:48])=[O:45].C(C1C(=O)C(Cl)=C(Cl)C(=O)C=1C#N)#N. The catalyst is C1C=CC=CC=1. The product is [CH:12]([Si:11]([CH:15]([CH3:17])[CH3:16])([CH:18]([CH3:20])[CH3:19])[N:7]1[C:6]2[C:10](=[C:42]([C:41]([O:50][CH2:51][CH3:52])=[O:49])[C:43]([C:44]([O:46][CH2:47][CH3:48])=[O:45])=[C:2]3[CH2:3][CH2:4][CH2:5][C:1]3=2)[CH:9]=[CH:8]1)([CH3:13])[CH3:14]. The yield is 0.210. (3) The reactants are Br[C:2]1[CH:3]=[C:4]([N:11]2[CH:15]3[CH2:16][CH2:17][CH:12]2[CH2:13][CH2:14]3)[CH:5]=[CH:6][C:7]=1[N+:8]([O-:10])=[O:9].[CH3:18][N:19]([CH3:23])[CH2:20][C:21]#[CH:22]. The catalyst is CN(C=O)C.C(N(CC)CC)C.C(OCC)(=O)C.Cl[Pd](Cl)([P](C1C=CC=CC=1)(C1C=CC=CC=1)C1C=CC=CC=1)[P](C1C=CC=CC=1)(C1C=CC=CC=1)C1C=CC=CC=1. The product is [CH:15]12[N:11]([C:4]3[CH:5]=[CH:6][C:7]([N+:8]([O-:10])=[O:9])=[C:2]([C:22]#[C:21][CH2:20][N:19]([CH3:23])[CH3:18])[CH:3]=3)[CH:12]([CH2:17][CH2:16]1)[CH2:13][CH2:14]2. The yield is 0.790. (4) The reactants are [CH3:1][O:2][C:3]1[CH:4]=[C:5]2[C:10](=[CH:11][C:12]=1[O:13][CH3:14])[NH:9][CH:8]=[CH:7][C:6]2=O.O=S(Cl)[Cl:18]. The catalyst is CN(C=O)C. The product is [Cl:18][C:6]1[C:5]2[C:10](=[CH:11][C:12]([O:13][CH3:14])=[C:3]([O:2][CH3:1])[CH:4]=2)[N:9]=[CH:8][CH:7]=1. The yield is 0.350.